From a dataset of Full USPTO retrosynthesis dataset with 1.9M reactions from patents (1976-2016). Predict the reactants needed to synthesize the given product. (1) Given the product [C:31]([O:39][C:40]1[C:49]2[C:44](=[CH:45][CH:46]=[CH:47][CH:48]=2)[C:43]([O:7][C:6](=[O:8])[C@H:2]([CH:3]([CH3:5])[CH3:4])[NH:1][C:9]([O:11][C:12]([CH3:13])([CH3:15])[CH3:14])=[O:10])=[C:42]([CH3:51])[C:41]=1[CH2:52]/[CH:53]=[C:54](\[CH3:86])/[CH2:55][CH2:56]/[CH:57]=[C:58](\[CH3:85])/[CH2:59][CH2:60]/[CH:61]=[C:62](\[CH3:84])/[CH2:63][CH2:64]/[CH:65]=[C:66](\[CH3:83])/[CH2:67][CH2:68]/[CH:69]=[C:70](\[CH3:82])/[CH2:71][CH2:72]/[CH:73]=[C:74](\[CH3:81])/[CH2:75][CH2:76][CH:77]=[C:78]([CH3:80])[CH3:79])(=[O:38])[C:32]1[CH:33]=[CH:34][CH:35]=[CH:36][CH:37]=1, predict the reactants needed to synthesize it. The reactants are: [NH:1]([C:9]([O:11][C:12]([CH3:15])([CH3:14])[CH3:13])=[O:10])[C@H:2]([C:6]([OH:8])=[O:7])[CH:3]([CH3:5])[CH3:4].C1CCC(N=C=NC2CCCCC2)CC1.[C:31]([O:39][C:40]1[C:49]2[C:44](=[CH:45][CH:46]=[CH:47][CH:48]=2)[C:43](O)=[C:42]([CH3:51])[C:41]=1[CH2:52]/[CH:53]=[C:54](\[CH3:86])/[CH2:55][CH2:56]/[CH:57]=[C:58](\[CH3:85])/[CH2:59][CH2:60]/[CH:61]=[C:62](\[CH3:84])/[CH2:63][CH2:64]/[CH:65]=[C:66](\[CH3:83])/[CH2:67][CH2:68]/[CH:69]=[C:70](\[CH3:82])/[CH2:71][CH2:72]/[CH:73]=[C:74](\[CH3:81])/[CH2:75][CH2:76][CH:77]=[C:78]([CH3:80])[CH3:79])(=[O:38])[C:32]1[CH:37]=[CH:36][CH:35]=[CH:34][CH:33]=1. (2) Given the product [CH3:17][C:18]1[CH:23]=[C:22]([N+:24]([O-:26])=[O:25])[C:21]([CH3:27])=[CH:20][C:19]=1[O:28][CH2:29][CH:30]1[CH2:32][CH:31]1[CH3:33], predict the reactants needed to synthesize it. The reactants are: N(C(OCCOC)=O)=NC(OCCOC)=O.[CH3:17][C:18]1[CH:23]=[C:22]([N+:24]([O-:26])=[O:25])[C:21]([CH3:27])=[CH:20][C:19]=1[OH:28].[CH3:29][CH:30]1[CH2:32][CH:31]1[CH2:33]O.C1(P(C2C=CC=CC=2)C2C=CC=CC=2)C=CC=CC=1.C(=O)(O)[O-].[Na+]. (3) Given the product [Cl:24][C:25]1[CH:29]=[CH:28][NH:27][C:26]=1[C:30]([NH:1][CH2:2][C:3]1[CH:8]=[CH:7][C:6]([Cl:9])=[C:5]([O:10][C:11]2[CH:18]=[C:17]([C:19]([F:22])([F:20])[F:21])[CH:16]=[C:13]([C:14]#[N:15])[CH:12]=2)[C:4]=1[F:23])=[O:31], predict the reactants needed to synthesize it. The reactants are: [NH2:1][CH2:2][C:3]1[C:4]([F:23])=[C:5]([O:10][C:11]2[CH:12]=[C:13]([CH:16]=[C:17]([C:19]([F:22])([F:21])[F:20])[CH:18]=2)[C:14]#[N:15])[C:6]([Cl:9])=[CH:7][CH:8]=1.[Cl:24][C:25]1[CH:29]=[CH:28][NH:27][C:26]=1[C:30](O)=[O:31].C(N(C(C)C)CC)(C)C.CN(C(ON1N=NC2C=CC=NC1=2)=[N+](C)C)C.F[P-](F)(F)(F)(F)F. (4) Given the product [N+:1]([C:4]1[CH:5]=[CH:6][C:7]([O:10][C:11]([N:13]2[C:18](=[O:19])[CH2:17][O:16][CH2:15][CH:14]2[C:21]2[CH:26]=[CH:25][C:24]([F:27])=[C:23]([F:28])[CH:22]=2)=[O:12])=[CH:8][CH:9]=1)([O-:3])=[O:2], predict the reactants needed to synthesize it. The reactants are: [N+:1]([C:4]1[CH:9]=[CH:8][C:7]([O:10][C:11]([N:13]2[C:18](=[O:19])[CH2:17][O:16][CH:15](C)[CH:14]2[C:21]2[CH:26]=[CH:25][C:24]([F:27])=[C:23]([F:28])[CH:22]=2)=[O:12])=[CH:6][CH:5]=1)([O-:3])=[O:2].CO. (5) The reactants are: [NH2:1][C:2]1[C:7]([CH2:8][O:9][CH2:10][C:11](OC)=[O:12])=[CH:6][C:5]([Br:15])=[CH:4][N:3]=1.C1COCC1.CO.[BH4-].[Na+]. Given the product [NH2:1][C:2]1[C:7]([CH2:8][O:9][CH2:10][CH2:11][OH:12])=[CH:6][C:5]([Br:15])=[CH:4][N:3]=1, predict the reactants needed to synthesize it. (6) Given the product [Br:8][C:9]1[CH:14]=[CH:13][C:12]([CH2:15][CH2:16][NH2:17])=[C:11]([Cl:20])[CH:10]=1, predict the reactants needed to synthesize it. The reactants are: [BH4-].[Li+].Cl[Si](C)(C)C.[Br:8][C:9]1[CH:14]=[CH:13][C:12]([CH:15]=[CH:16][N+:17]([O-])=O)=[C:11]([Cl:20])[CH:10]=1. (7) Given the product [CH2:13]([N:20]1[C:28]2[C:23](=[CH:24][C:25]([NH:29][C:2]3[CH:11]=[CH:10][C:9]([CH3:12])=[CH:8][C:3]=3[C:4]([O:6][CH3:7])=[O:5])=[CH:26][CH:27]=2)[CH:22]=[CH:21]1)[C:14]1[CH:15]=[CH:16][CH:17]=[CH:18][CH:19]=1, predict the reactants needed to synthesize it. The reactants are: Br[C:2]1[CH:11]=[CH:10][C:9]([CH3:12])=[CH:8][C:3]=1[C:4]([O:6][CH3:7])=[O:5].[CH2:13]([N:20]1[C:28]2[C:23](=[CH:24][C:25]([NH2:29])=[CH:26][CH:27]=2)[CH:22]=[CH:21]1)[C:14]1[CH:19]=[CH:18][CH:17]=[CH:16][CH:15]=1.C(=O)([O-])[O-].[Cs+].[Cs+]. (8) Given the product [Cl:1][C:2]1[CH:3]=[CH:4][C:5]([C:23]#[N:24])=[C:6]([C:8]2[C:13]([O:14][CH3:15])=[CH:12][N:11]([CH:16]([CH2:20][CH3:21])[C:17]([NH:25][C:26]3[CH:27]=[CH:28][C:29]4[N:33]=[C:32]([C:34]([O:36][CH2:37][CH3:38])=[O:35])[NH:31][C:30]=4[CH:39]=3)=[O:19])[C:10](=[O:22])[CH:9]=2)[CH:7]=1, predict the reactants needed to synthesize it. The reactants are: [Cl:1][C:2]1[CH:3]=[CH:4][C:5]([C:23]#[N:24])=[C:6]([C:8]2[C:13]([O:14][CH3:15])=[CH:12][N:11]([CH:16]([CH2:20][CH3:21])[C:17]([OH:19])=O)[C:10](=[O:22])[CH:9]=2)[CH:7]=1.[NH2:25][C:26]1[CH:27]=[CH:28][C:29]2[N:33]=[C:32]([C:34]([O:36][CH2:37][CH3:38])=[O:35])[NH:31][C:30]=2[CH:39]=1.